Predict the reactants needed to synthesize the given product. From a dataset of Full USPTO retrosynthesis dataset with 1.9M reactions from patents (1976-2016). (1) Given the product [CH3:1][O:2][C:3]1[CH:12]=[C:11]2[C:6]([CH2:7][CH2:8][N:9]([C:15]3[CH:16]=[N:17][CH:18]=[CH:19][C:20]=3[CH3:21])[C:10]2=[O:13])=[CH:5][CH:4]=1, predict the reactants needed to synthesize it. The reactants are: [CH3:1][O:2][C:3]1[CH:12]=[C:11]2[C:6]([CH2:7][CH2:8][NH:9][C:10]2=[O:13])=[CH:5][CH:4]=1.I[C:15]1[CH:16]=[N:17][CH:18]=[CH:19][C:20]=1[CH3:21].P([O-])([O-])([O-])=O.[K+].[K+].[K+]. (2) Given the product [CH2:1]([O:3][C:4](=[O:14])[CH2:5][CH2:6][N:7]([C:18]1[C:19]([N+:23]([O-:25])=[O:24])=[CH:20][N:21]=[C:16]([Cl:15])[N:17]=1)[CH:8]1[CH2:12][CH2:11][CH2:10][CH:9]1[CH3:13])[CH3:2], predict the reactants needed to synthesize it. The reactants are: [CH2:1]([O:3][C:4](=[O:14])[CH2:5][CH2:6][NH:7][CH:8]1[CH2:12][CH2:11][CH2:10][CH:9]1[CH3:13])[CH3:2].[Cl:15][C:16]1[N:21]=[C:20](Cl)[C:19]([N+:23]([O-:25])=[O:24])=[CH:18][N:17]=1.C(=O)(O)[O-].[K+]. (3) Given the product [Cl:1][C:2]1[C:3]2[C:48]([F:49])=[CH:47][CH:46]=[C:45]([F:50])[C:4]=2[S:5][C:6]=1[C:7]([N:9]([CH2:25][C:26]1[CH:27]=[C:28]([C:34]2[CH:35]=[CH:36][C:37]([N:40]([S:41]([CH3:44])(=[O:43])=[O:42])[CH3:54])=[CH:38][CH:39]=2)[CH:29]=[CH:30][C:31]=1[O:32][CH3:33])[CH:10]1[CH2:11][CH2:12][CH:13]([N:16]([CH3:24])[C:17](=[O:23])[O:18][C:19]([CH3:20])([CH3:22])[CH3:21])[CH2:14][CH2:15]1)=[O:8], predict the reactants needed to synthesize it. The reactants are: [Cl:1][C:2]1[C:3]2[C:48]([F:49])=[CH:47][CH:46]=[C:45]([F:50])[C:4]=2[S:5][C:6]=1[C:7]([N:9]([CH2:25][C:26]1[CH:27]=[C:28]([C:34]2[CH:39]=[CH:38][C:37]([NH:40][S:41]([CH3:44])(=[O:43])=[O:42])=[CH:36][CH:35]=2)[CH:29]=[CH:30][C:31]=1[O:32][CH3:33])[CH:10]1[CH2:15][CH2:14][CH:13]([N:16]([CH3:24])[C:17](=[O:23])[O:18][C:19]([CH3:22])([CH3:21])[CH3:20])[CH2:12][CH2:11]1)=[O:8].[H-].[Na+].I[CH3:54].